Dataset: Reaction yield outcomes from USPTO patents with 853,638 reactions. Task: Predict the reaction yield, written as a fraction of the theoretical maximum amount of product (1.0 means a 100% yield; for example, 0.34 means a 34% yield). (1) The reactants are [CH2:1]([N:5]1[CH:10]=[C:9]([CH3:11])[CH:8]=[C:7]([OH:12])[C:6]1=[S:13])[CH2:2][CH2:3][CH3:4].[H-].[Na+].[CH3:16][N:17]([CH:19]=[O:20])C. No catalyst specified. The product is [O:20]1[C:6]2[CH:7]=[CH:8][CH:9]=[CH:10][C:16]=2[N:17]=[C:19]1[O:12][C:7]1[C:6](=[S:13])[N:5]([CH2:1][CH2:2][CH2:3][CH3:4])[CH:10]=[C:9]([CH3:11])[CH:8]=1. The yield is 0.730. (2) The reactants are N#N.C(NC(C)C)(C)C.CC1CCCO1.[Li]CCCC.[CH2:21]([N:28]1[CH2:32][CH2:31][CH2:30][C:29]1=[O:33])[C:22]1[CH:27]=[CH:26][CH:25]=[CH:24][CH:23]=1.[C:34](OCC)(=[O:39])[CH2:35][CH:36]([CH3:38])[CH3:37]. The catalyst is CCCCCCC. The product is [CH2:21]([N:28]1[CH2:32][CH2:31][C@@H:30]([C:34](=[O:39])[CH2:35][CH:36]([CH3:38])[CH3:37])[C:29]1=[O:33])[C:22]1[CH:27]=[CH:26][CH:25]=[CH:24][CH:23]=1. The yield is 0.787.